Dataset: Reaction yield outcomes from USPTO patents with 853,638 reactions. Task: Predict the reaction yield, written as a fraction of the theoretical maximum amount of product (1.0 means a 100% yield; for example, 0.34 means a 34% yield). (1) The reactants are [CH3:1][S:2]([C:5]1[CH:13]=[CH:12][C:8]([C:9]([OH:11])=O)=[CH:7][CH:6]=1)(=[O:4])=[O:3].C(Cl)(=O)C(Cl)=O.[C:20]1([O:26][CH3:27])[CH:25]=[CH:24][CH:23]=[CH:22][CH:21]=1.[Cl-].[Al+3].[Cl-].[Cl-].Cl. The catalyst is C(Cl)Cl.CN(C=O)C. The product is [CH3:27][O:26][C:20]1[CH:25]=[CH:24][C:23]([C:9]([C:8]2[CH:7]=[CH:6][C:5]([S:2]([CH3:1])(=[O:3])=[O:4])=[CH:13][CH:12]=2)=[O:11])=[CH:22][CH:21]=1. The yield is 0.710. (2) The reactants are [I:1][C:2]1[CH:7]=[CH:6][C:5]([N+:8]([O-:10])=[O:9])=[CH:4][C:3]=1[OH:11].[CH2:12](Br)[C:13]1[CH:18]=[CH:17][CH:16]=[CH:15][CH:14]=1. No catalyst specified. The product is [CH2:12]([O:11][C:3]1[CH:4]=[C:5]([N+:8]([O-:10])=[O:9])[CH:6]=[CH:7][C:2]=1[I:1])[C:13]1[CH:18]=[CH:17][CH:16]=[CH:15][CH:14]=1. The yield is 0.900. (3) The catalyst is CC(C)=O. The reactants are [Br:1][C:2]1[CH:9]=[CH:8][C:5]([CH:6]=[O:7])=[C:4]([CH3:10])[N:3]=1.CC(C)=[O:13].OS(O)(=O)=O.O=[Cr](=O)=O.C([O-])(O)=O.[Na+]. The yield is 0.660. The product is [Br:1][C:2]1[CH:9]=[CH:8][C:5]([C:6]([OH:13])=[O:7])=[C:4]([CH3:10])[N:3]=1. (4) The reactants are [O:1]=[C:2]1[CH2:5][CH:4]([CH2:6][CH2:7][C:8]([OH:10])=O)[CH2:3]1.[Cl:11][C:12]1[CH:13]=[C:14]([NH2:23])[C:15]([NH2:22])=[CH:16][C:17]=1[C:18]([F:21])([F:20])[F:19].C(N(CC)C(C)C)(C)C.F[P-](F)(F)(F)(F)F.C[N+](C)=C(N(C)C)ON1C2N=CC=CC=2N=N1. The catalyst is CN(C)C=O. The product is [NH2:23][C:14]1[CH:13]=[C:12]([Cl:11])[C:17]([C:18]([F:21])([F:19])[F:20])=[CH:16][C:15]=1[NH:22][C:8](=[O:10])[CH2:7][CH2:6][CH:4]1[CH2:3][C:2](=[O:1])[CH2:5]1. The yield is 0.310. (5) The reactants are [NH2:1][CH2:2][CH2:3][O:4][CH2:5][CH2:6][O:7][CH2:8][CH2:9][O:10][CH2:11][CH2:12][NH:13][C:14](=[O:20])[O:15][C:16]([CH3:19])([CH3:18])[CH3:17].[C:21](O)(=[O:29])[CH2:22][CH2:23][CH2:24][CH2:25][C:26]([OH:28])=[O:27].C1(N=C=NC2CCCCC2)CCCCC1. The catalyst is O1CCCC1. The product is [CH3:18][C:16]([CH3:17])([O:15][C:14](=[O:20])[NH:13][CH2:12][CH2:11][O:10][CH2:9][CH2:8][O:7][CH2:6][CH2:5][O:4][CH2:3][CH2:2][NH:1][C:21](=[O:29])[CH2:22][CH2:23][CH2:24][CH2:25][C:26]([OH:28])=[O:27])[CH3:19]. The yield is 0.730. (6) The reactants are [C:1]([O:5][C:6](=[O:43])[CH2:7][CH2:8][NH:9][C:10](=[O:42])[C:11]1[CH:16]=[CH:15][C:14]([O:17][CH:18]([C:26]2[CH:31]=[CH:30][C:29]([C:32]3[CH:37]=[CH:36][C:35]([C:38]([F:41])([F:40])[F:39])=[CH:34][CH:33]=3)=[CH:28][CH:27]=2)[CH2:19][CH:20]2[CH2:25][CH2:24][CH2:23][CH2:22][CH2:21]2)=[CH:13][CH:12]=1)([CH3:4])([CH3:3])[CH3:2].[H-].[Na+].[CH3:46]I. The catalyst is CN(C)C=O. The product is [C:1]([O:5][C:6](=[O:43])[CH2:7][CH2:8][N:9]([C:10](=[O:42])[C:11]1[CH:12]=[CH:13][C:14]([O:17][CH:18]([C:26]2[CH:27]=[CH:28][C:29]([C:32]3[CH:37]=[CH:36][C:35]([C:38]([F:41])([F:40])[F:39])=[CH:34][CH:33]=3)=[CH:30][CH:31]=2)[CH2:19][CH:20]2[CH2:21][CH2:22][CH2:23][CH2:24][CH2:25]2)=[CH:15][CH:16]=1)[CH3:46])([CH3:4])([CH3:2])[CH3:3]. The yield is 0.0800. (7) The reactants are [NH2:1][C:2]1[CH:3]=[C:4]([CH:7]=[CH:8][CH:9]=1)[CH2:5][OH:6].[C:10](OC(=O)C)(=[O:12])[CH3:11]. The catalyst is C1COCC1.CCOC(C)=O. The product is [OH:6][CH2:5][C:4]1[CH:3]=[C:2]([NH:1][C:10](=[O:12])[CH3:11])[CH:9]=[CH:8][CH:7]=1. The yield is 0.850. (8) The reactants are [Li+].[Cl-].C([O-])([O-])=O.[Cs+].[Cs+].[O:9]=[C:10]1[CH:15]=[C:14]([NH:16][C:17](=[O:25])[CH2:18][C:19]2[CH:24]=[CH:23][CH:22]=[CH:21][CH:20]=2)[CH:13]=[CH:12][NH:11]1.Br[CH2:27][CH2:28][CH2:29][CH2:30][C:31]#[N:32]. The catalyst is CN(C=O)C. The product is [C:31]([CH2:30][CH2:29][CH2:28][CH2:27][N:11]1[CH:12]=[CH:13][C:14]([NH:16][C:17](=[O:25])[CH2:18][C:19]2[CH:20]=[CH:21][CH:22]=[CH:23][CH:24]=2)=[CH:15][C:10]1=[O:9])#[N:32]. The yield is 0.360. (9) The reactants are [CH3:1]N(C)C(=O)C.[CH:7]1([C:13]2[CH:44]=[CH:43][C:16]([CH2:17][NH:18][C:19]3[CH:24]=[CH:23][C:22]([C:25]4[N:26]=[C:27]([N:30]([CH2:32][C:33]5[CH:42]=[CH:41][C:36]([C:37]([O:39][CH3:40])=[O:38])=[CH:35][CH:34]=5)[CH3:31])[S:28][CH:29]=4)=[CH:21][CH:20]=3)=[CH:15][CH:14]=2)[CH2:12][CH2:11][CH2:10][CH2:9][CH2:8]1.C(=O)([O-])[O-].[K+].[K+].S(OC)(OC)(=O)=O. The catalyst is CCCCCC. The yield is 0.583. The product is [CH:7]1([C:13]2[CH:44]=[CH:43][C:16]([CH2:17][N:18]([C:19]3[CH:24]=[CH:23][C:22]([C:25]4[N:26]=[C:27]([N:30]([CH2:32][C:33]5[CH:34]=[CH:35][C:36]([C:37]([O:39][CH3:40])=[O:38])=[CH:41][CH:42]=5)[CH3:31])[S:28][CH:29]=4)=[CH:21][CH:20]=3)[CH3:1])=[CH:15][CH:14]=2)[CH2:12][CH2:11][CH2:10][CH2:9][CH2:8]1. (10) The reactants are [C:1]1([C:7]2[NH:11][N:10]=[C:9]([C:12]([NH:14][CH2:15][C:16]([OH:18])=O)=[O:13])[CH:8]=2)[CH:6]=[CH:5][CH:4]=[CH:3][CH:2]=1.CCN(C(C)C)C(C)C.C1C=CC2N(O)N=NC=2C=1.CCN=C=NCCCN(C)C.Cl.Cl.Cl.[NH:52]1[CH2:57][CH2:56][CH:55]([NH:58][C:59]2[CH:64]=[CH:63][CH:62]=[CH:61][C:60]=2[CH3:65])[CH2:54][CH2:53]1. The catalyst is CN(C=O)C.O. The product is [O:18]=[C:16]([N:52]1[CH2:57][CH2:56][CH:55]([NH:58][C:59]2[CH:64]=[CH:63][CH:62]=[CH:61][C:60]=2[CH3:65])[CH2:54][CH2:53]1)[CH2:15][NH:14][C:12]([C:9]1[CH:8]=[C:7]([C:1]2[CH:2]=[CH:3][CH:4]=[CH:5][CH:6]=2)[NH:11][N:10]=1)=[O:13]. The yield is 0.940.